Dataset: Forward reaction prediction with 1.9M reactions from USPTO patents (1976-2016). Task: Predict the product of the given reaction. (1) Given the reactants C[O:2][C:3](=[O:29])[C@@H:4]([NH:21][C:22]([O:24][C:25]([CH3:28])([CH3:27])[CH3:26])=[O:23])[CH2:5][C:6]1[CH:11]=[CH:10][C:9]([OH:12])=[C:8]([P:13]([O:18][CH2:19][CH3:20])([O:15][CH2:16][CH3:17])=[O:14])[CH:7]=1.O.[OH-].[Li+].Cl, predict the reaction product. The product is: [C:25]([O:24][C:22]([NH:21][C@@H:4]([CH2:5][C:6]1[CH:11]=[CH:10][C:9]([O:12][CH2:5][C:6]2[CH:11]=[CH:10][CH:9]=[CH:8][CH:7]=2)=[C:8]([P:13]([O:18][CH2:19][CH3:20])([O:15][CH2:16][CH3:17])=[O:14])[CH:7]=1)[C:3]([OH:2])=[O:29])=[O:23])([CH3:26])([CH3:27])[CH3:28]. (2) Given the reactants Cl.[NH2:2][CH2:3][C:4]1[CH:24]=[CH:23][C:7]([C:8]([NH:10][CH2:11][CH2:12][CH2:13][CH2:14][CH2:15][CH2:16][CH2:17][CH2:18][CH2:19][CH2:20][CH2:21][CH3:22])=[O:9])=[CH:6][CH:5]=1, predict the reaction product. The product is: [NH2:2][CH2:3][C:4]1[CH:5]=[CH:6][C:7]([C:8]([NH:10][CH2:11][CH2:12][CH2:13][CH2:14][CH2:15][CH2:16][CH2:17][CH2:18][CH2:19][CH2:20][CH2:21][CH3:22])=[O:9])=[CH:23][CH:24]=1. (3) Given the reactants [CH3:1][O:2][C:3](=[O:29])/[CH:4]=[CH:5]/[C:6]1[CH:7]=[C:8]2[C:25](=[CH:26][CH:27]=1)[O:24][C:11]1([CH2:16][CH2:15][N:14]([C:17](OC(C)(C)C)=O)[CH2:13][CH2:12]1)[CH2:10][C:9]2=[O:28].CC(O)=O.[C:34]1([C:40]2[S:41][CH:42]=[C:43](C=O)[N:44]=2)[CH:39]=[CH:38][CH:37]=[CH:36][CH:35]=1.[BH-](OC(C)=O)(OC(C)=O)OC(C)=O.[Na+], predict the reaction product. The product is: [CH3:1][O:2][C:3](=[O:29])/[CH:4]=[CH:5]/[C:6]1[CH:7]=[C:8]2[C:25](=[CH:26][CH:27]=1)[O:24][C:11]1([CH2:12][CH2:13][N:14]([CH2:17][C:43]3[N:44]=[C:40]([C:34]4[CH:39]=[CH:38][CH:37]=[CH:36][CH:35]=4)[S:41][CH:42]=3)[CH2:15][CH2:16]1)[CH2:10][C:9]2=[O:28]. (4) Given the reactants [C:1]1([C:7]2[N:12]=[N:11][C:10]3[NH:13][CH:14]=[CH:15][C:9]=3[CH:8]=2)[CH:6]=[CH:5][CH:4]=[CH:3][CH:2]=1.[OH-].[K+].[I:18]I, predict the reaction product. The product is: [I:18][C:15]1[C:9]2[CH:8]=[C:7]([C:1]3[CH:2]=[CH:3][CH:4]=[CH:5][CH:6]=3)[N:12]=[N:11][C:10]=2[NH:13][CH:14]=1. (5) Given the reactants [CH3:1][O:2][CH2:3][CH2:4][N:5]1[CH2:10][CH2:9][CH:8]([C:11]2[CH:20]=[CH:19][C:14]([C:15]([O:17]C)=O)=[CH:13][CH:12]=2)[CH2:7][CH2:6]1.[CH3:21][O:22][C:23]1[CH:24]=[C:25]([CH2:31][CH2:32][C:33]2[CH:34]=[C:35]([NH2:38])[NH:36][N:37]=2)[CH:26]=[C:27]([O:29][CH3:30])[CH:28]=1.C[Al](C)C, predict the reaction product. The product is: [CH3:30][O:29][C:27]1[CH:26]=[C:25]([CH2:31][CH2:32][C:33]2[CH:34]=[C:35]([NH:38][C:15](=[O:17])[C:14]3[CH:13]=[CH:12][C:11]([CH:8]4[CH2:7][CH2:6][N:5]([CH2:4][CH2:3][O:2][CH3:1])[CH2:10][CH2:9]4)=[CH:20][CH:19]=3)[NH:36][N:37]=2)[CH:24]=[C:23]([O:22][CH3:21])[CH:28]=1.